Task: Regression/Classification. Given a drug SMILES string, predict its toxicity properties. Task type varies by dataset: regression for continuous values (e.g., LD50, hERG inhibition percentage) or binary classification for toxic/non-toxic outcomes (e.g., AMES mutagenicity, cardiotoxicity, hepatotoxicity). Dataset: herg.. Dataset: hERG channel blocking data for cardiac toxicity assessment (1) The drug is O=C1NCCN1CC[NH+]1CCC(c2cn(-c3ccc(F)cc3)c3ccccc23)CC1. The result is 1 (blocker). (2) The molecule is O=C(Nc1ccccc1)c1[nH]c2cc(F)ccc2c1[C@@H]1C[NH2+]CC[C@@H]1F. The result is 1 (blocker). (3) The drug is CC(C)(Cc1ccc2ccccc2c1)NC[C@@H](O)COc1cccc(Cl)c1C#N. The result is 1 (blocker). (4) The drug is COc1cc(N)c(Cl)cc1C(=O)NC1CCN(Cc2ccccc2)CC1. The result is 1 (blocker).